This data is from Reaction yield outcomes from USPTO patents with 853,638 reactions. The task is: Predict the reaction yield, written as a fraction of the theoretical maximum amount of product (1.0 means a 100% yield; for example, 0.34 means a 34% yield). (1) The reactants are [CH3:1][NH:2][CH2:3][CH2:4][CH:5]([C:7]1[CH:12]=[CH:11][CH:10]=[CH:9][CH:8]=1)[OH:6].[C:24]([O:23][C:21](O[C:21]([O:23][C:24]([CH3:27])([CH3:26])[CH3:25])=[O:22])=[O:22])([CH3:27])([CH3:26])[CH3:25]. The catalyst is O1CCCC1. The product is [OH:6][CH:5]([C:7]1[CH:12]=[CH:11][CH:10]=[CH:9][CH:8]=1)[CH2:4][CH2:3][N:2]([CH3:1])[C:21](=[O:22])[O:23][C:24]([CH3:25])([CH3:26])[CH3:27]. The yield is 0.800. (2) The reactants are [Br:1][C:2]1[CH:11]=[CH:10][C:9]2[O:8][C@@H:7]3[CH2:12][CH:13](OCC)[O:14][C@H:15]([CH3:16])[C@H:6]3[C:5](=[O:20])[C:4]=2[CH:3]=1.C([SiH](CC)CC)C.B(F)(F)F. The catalyst is C(Cl)Cl. The product is [Br:1][C:2]1[CH:11]=[CH:10][C:9]2[O:8][C@@H:7]3[CH2:12][CH2:13][O:14][C@H:15]([CH3:16])[C@H:6]3[C:5](=[O:20])[C:4]=2[CH:3]=1. The yield is 0.600. (3) The reactants are Cl[C:2]1[S:6][C:5]([C:7]#[N:8])=[N:4][N:3]=1.[C:9]([O:13][C:14]([N:16]1[CH2:21][CH2:20][CH:19]([NH2:22])[CH2:18][CH2:17]1)=[O:15])([CH3:12])([CH3:11])[CH3:10].C(N(C(C)C)CC)(C)C. The catalyst is C(#N)C. The product is [C:9]([O:13][C:14]([N:16]1[CH2:21][CH2:20][CH:19]([NH:22][C:2]2[S:6][C:5]([C:7]#[N:8])=[N:4][N:3]=2)[CH2:18][CH2:17]1)=[O:15])([CH3:12])([CH3:10])[CH3:11]. The yield is 0.630. (4) The reactants are [C:1]([CH:3]=[C:4]1[CH2:7][N:6]([C:8]([O:10][C:11]([CH3:14])([CH3:13])[CH3:12])=[O:9])[CH2:5]1)#[N:2].[CH3:15][C:16]1([CH3:28])[C:20]([CH3:22])([CH3:21])[O:19][B:18]([C:23]2[CH:24]=[N:25][NH:26][CH:27]=2)[O:17]1.C1CCN2C(=NCCC2)CC1. The catalyst is C(#N)C. The product is [C:1]([CH2:3][C:4]1([N:26]2[CH:27]=[C:23]([B:18]3[O:17][C:16]([CH3:28])([CH3:15])[C:20]([CH3:22])([CH3:21])[O:19]3)[CH:24]=[N:25]2)[CH2:7][N:6]([C:8]([O:10][C:11]([CH3:14])([CH3:13])[CH3:12])=[O:9])[CH2:5]1)#[N:2]. The yield is 0.640. (5) The reactants are [Br-].[NH2:2][C:3]1[CH:12]=[CH:11][CH:10]=[C:9]2[C:4]=1[CH:5]=[CH:6][N+:7]([CH2:13][CH:14]1[CH2:16][CH2:15]1)=[CH:8]2.O.[C:18]([OH:22])(=[O:21])[CH:19]=O. The catalyst is CO.[OH-].[OH-].[Pd+2]. The product is [CH:14]1([CH2:13][N:7]2[CH2:6][CH2:5][C:4]3[C:9](=[CH:10][CH:11]=[CH:12][C:3]=3[NH:2][CH2:19][C:18]([OH:22])=[O:21])[CH2:8]2)[CH2:15][CH2:16]1. The yield is 1.00.